The task is: Predict the product of the given reaction.. This data is from Forward reaction prediction with 1.9M reactions from USPTO patents (1976-2016). (1) Given the reactants [CH2:1](O)[CH2:2][CH2:3][CH2:4][CH2:5][CH2:6][CH2:7][OH:8].[BrH:10].O, predict the reaction product. The product is: [Br:10][CH2:1][CH2:2][CH2:3][CH2:4][CH2:5][CH2:6][CH2:7][OH:8]. (2) The product is: [ClH:30].[NH2:14][CH:15]([C@H:21]([CH3:29])[CH2:22][CH:23]([CH3:28])[CH2:24][CH2:25][CH:26]=[CH2:27])[C:16]([O:18][CH2:19][CH3:20])=[O:17]. Given the reactants C1(C(=[N:14][CH:15]([C@H:21]([CH3:29])[CH2:22][CH:23]([CH3:28])[CH2:24][CH2:25][CH:26]=[CH2:27])[C:16]([O:18][CH2:19][CH3:20])=[O:17])C2C=CC=CC=2)C=CC=CC=1.[ClH:30], predict the reaction product. (3) Given the reactants [F:1][C:2]1[CH:10]=[CH:9][C:8]([N+:11]([O-:13])=[O:12])=[CH:7][C:3]=1[C:4](Cl)=[O:5].[NH2:14][C:15]1[CH:20]=[CH:19][CH:18]=[CH:17][C:16]=1O, predict the reaction product. The product is: [C:15]1([NH:14][C:4](=[O:5])[C:3]2[CH:7]=[C:8]([N+:11]([O-:13])=[O:12])[CH:9]=[CH:10][C:2]=2[F:1])[CH:20]=[CH:19][CH:18]=[CH:17][CH:16]=1. (4) Given the reactants [CH3:1][C:2]1[O:3][C:4]2[C:9]([C:10](=[O:12])[CH:11]=1)=[CH:8][CH:7]=[CH:6][C:5]=2[CH:13]=O.[CH3:15][C:16](=O)[CH2:17][C:18](=[O:20])[CH3:19].[NH2:22]/[C:23](/[CH3:42])=[CH:24]/[C:25]([O:27][C@H:28]1[CH2:32][C:31](=[O:33])[N:30]([CH2:34][C:35]2[CH:40]=[CH:39][CH:38]=[CH:37][CH:36]=2)[C:29]1=[O:41])=[O:26], predict the reaction product. The product is: [C:18]([C:17]1[C@@H:13]([C:5]2[CH:6]=[CH:7][CH:8]=[C:9]3[C:4]=2[O:3][C:2]([CH3:1])=[CH:11][C:10]3=[O:12])[C:24]([C:25]([O:27][C@H:28]2[CH2:32][C:31](=[O:33])[N:30]([CH2:34][C:35]3[CH:40]=[CH:39][CH:38]=[CH:37][CH:36]=3)[C:29]2=[O:41])=[O:26])=[C:23]([CH3:42])[NH:22][C:16]=1[CH3:15])(=[O:20])[CH3:19]. (5) Given the reactants Cl[C:2]([O:4][CH:5]([Cl:7])[CH3:6])=[O:3].[CH3:8][CH:9]([OH:11])[CH3:10].N1C=CC=CC=1, predict the reaction product. The product is: [C:2](=[O:3])([O:11][CH:9]([CH3:10])[CH3:8])[O:4][CH:5]([Cl:7])[CH3:6].